Dataset: Antibody paratope prediction from SAbDab with 1,023 antibody chains. Task: Token-level Classification. Given an antibody amino acid sequence, predict which amino acid positions are active in antigen binding. Output is a list of indices for active paratope positions. (1) The paratope positions are: [94, 95, 96]. Given the antibody sequence: SYELTQETGVSVALGDTVTITCEGDSLESHYASWYQKKPGQAPILLFYGKNNRPSGVPDRFSGSASGNEASLTISGAQAEDDAEYYCSSRDKSGSRLSVFGGGTKLTVL, which amino acid positions are active in antigen binding (paratope)? (2) Given the antibody sequence: QMKLMQSGGVMVRPGESATLSCVASGFDFSRNGFEWLRQGPGKGLQWLATVTFESKTHVTASARGRFTISRDNSRRTVYLQMTNLQPDDTAMYFCVKDQTIFHKNGAVDFFSYFDLWGRGAPVIVS, which amino acid positions are active in antigen binding (paratope)? The paratope positions are: [82, 83, 84, 103, 104, 105, 106, 107, 108, 109, 110, 111, 112, 113]. (3) The paratope positions are: [52, 83, 84, 85, 104]. Given the antibody sequence: EVQLVESGGGLVQPGGSLRLSCAASGFTFSDSWIHWVRQAPGKGLEWVAWISPYGGSTYYADSVKGRFTISADTSKNTAYLQMNSLRAEDTAVYYCARRHWPGGFDYWGQGTLVTVS, which amino acid positions are active in antigen binding (paratope)? (4) Given the antibody sequence: EVKLVESGGGLVQPGGSLTLSCATSGFTFSDYYIYWVRQTPEKRLEWVAYISNSGGNTYYSDAVKGRFTISRDNAKNTLFLQMSRLKSEDTAVYYCARQWGGAMDYWGQGTSVTVSS, which amino acid positions are active in antigen binding (paratope)? The paratope positions are: [52, 83, 84, 85]. (5) Given the antibody sequence: DIVLTQTPSSLPVSVGEKVTMTCKSSQTLLYSNNQKNYLAWYQQKPGQSPKLLISWAFTRKSGVPDRFTGSGSGTDFTLTIGSVKAEDLAVYYCQQYSNYPWTFGGGTRLEIK, which amino acid positions are active in antigen binding (paratope)? The paratope positions are: [30, 31, 32, 33, 34, 35]. (6) Given the antibody sequence: QVQLVESGGGVVQPGRSLRLSCAASGFTFSGYGMHWVRQAPGKGLEWVALISYDESNKYYADSVKGRFTISRDNSKNTLYLQMNSLRAEDTAVYYCAKVKFYDPTAPNDYWGQGTLVTVSS, which amino acid positions are active in antigen binding (paratope)? The paratope positions are: [52, 83, 84, 85, 104, 105, 106, 107]. (7) The paratope positions are: [52, 83, 84, 85, 104, 105, 106, 107, 108, 109, 110, 111, 112, 113, 114]. Given the antibody sequence: EVQLVESGGGLVQPGGSLRLSCAASGFNFSSSSIHWVRQAPGKGLEWVASIYSYSGYTYYADSVKGRFTISADTSKNTAYLQMNSLRAEDTAVYYCARQSSAEIESWYYYSGEAMDYWGQGTLVTVSS, which amino acid positions are active in antigen binding (paratope)? (8) Given the antibody sequence: QVQLQQSGDDLVKPGASVKLSCKASGYTFTTYYINWMRQRPGQGLEWIGRIAPASGTTYSSEMFKDKATLTVDTSSNTAYIQLSSLSSEDSAVYFCARADYGFNSGEAMDYWGQGTSVTVSS, which amino acid positions are active in antigen binding (paratope)? The paratope positions are: [52, 83, 84, 85, 104, 105, 106, 107, 108]. (9) Given the antibody sequence: QVQLVQSGAEVKKAGESLEISCKGSGYTFTDHWIAWVRQVPGKGLEWMGMIYPGDSDTRYSPSLQGRVTMSADKTLSTAYLQWSRLEASDTAMYYCARLHYSDRSGSYFNDVFHMWGQGTTVTVSS, which amino acid positions are active in antigen binding (paratope)? The paratope positions are: [52, 83, 84, 85, 104, 105, 106, 107, 108, 109, 110, 111, 112].